From a dataset of NCI-60 drug combinations with 297,098 pairs across 59 cell lines. Regression. Given two drug SMILES strings and cell line genomic features, predict the synergy score measuring deviation from expected non-interaction effect. (1) Drug 1: CN(CC1=CN=C2C(=N1)C(=NC(=N2)N)N)C3=CC=C(C=C3)C(=O)NC(CCC(=O)O)C(=O)O. Drug 2: CCC1(C2=C(COC1=O)C(=O)N3CC4=CC5=C(C=CC(=C5CN(C)C)O)N=C4C3=C2)O.Cl. Cell line: HT29. Synergy scores: CSS=54.8, Synergy_ZIP=-9.70, Synergy_Bliss=-8.90, Synergy_Loewe=-15.8, Synergy_HSA=-6.53. (2) Drug 1: C1CCC(CC1)NC(=O)N(CCCl)N=O. Drug 2: CC1C(C(CC(O1)OC2CC(OC(C2O)C)OC3=CC4=CC5=C(C(=O)C(C(C5)C(C(=O)C(C(C)O)O)OC)OC6CC(C(C(O6)C)O)OC7CC(C(C(O7)C)O)OC8CC(C(C(O8)C)O)(C)O)C(=C4C(=C3C)O)O)O)O. Cell line: SNB-75. Synergy scores: CSS=9.62, Synergy_ZIP=-3.12, Synergy_Bliss=-1.56, Synergy_Loewe=-0.425, Synergy_HSA=-0.963. (3) Drug 1: C1C(C(OC1N2C=C(C(=O)NC2=O)F)CO)O. Drug 2: CC1=C2C(C(=O)C3(C(CC4C(C3C(C(C2(C)C)(CC1OC(=O)C(C(C5=CC=CC=C5)NC(=O)C6=CC=CC=C6)O)O)OC(=O)C7=CC=CC=C7)(CO4)OC(=O)C)O)C)OC(=O)C. Cell line: OVCAR-4. Synergy scores: CSS=11.7, Synergy_ZIP=-2.65, Synergy_Bliss=-1.51, Synergy_Loewe=-9.21, Synergy_HSA=-3.94. (4) Drug 1: C1=CC(=CC=C1C#N)C(C2=CC=C(C=C2)C#N)N3C=NC=N3. Drug 2: CCC1(CC2CC(C3=C(CCN(C2)C1)C4=CC=CC=C4N3)(C5=C(C=C6C(=C5)C78CCN9C7C(C=CC9)(C(C(C8N6C=O)(C(=O)OC)O)OC(=O)C)CC)OC)C(=O)OC)O.OS(=O)(=O)O. Cell line: KM12. Synergy scores: CSS=10.6, Synergy_ZIP=7.44, Synergy_Bliss=6.05, Synergy_Loewe=-24.8, Synergy_HSA=-5.44. (5) Drug 1: C1CCC(CC1)NC(=O)N(CCCl)N=O. Drug 2: CCCS(=O)(=O)NC1=C(C(=C(C=C1)F)C(=O)C2=CNC3=C2C=C(C=N3)C4=CC=C(C=C4)Cl)F. Cell line: SF-268. Synergy scores: CSS=14.6, Synergy_ZIP=1.23, Synergy_Bliss=4.83, Synergy_Loewe=-25.1, Synergy_HSA=2.19. (6) Drug 1: CC12CCC3C(C1CCC2O)C(CC4=C3C=CC(=C4)O)CCCCCCCCCS(=O)CCCC(C(F)(F)F)(F)F. Drug 2: C(CCl)NC(=O)N(CCCl)N=O. Cell line: 786-0. Synergy scores: CSS=6.68, Synergy_ZIP=-1.38, Synergy_Bliss=0.817, Synergy_Loewe=0.620, Synergy_HSA=0.647. (7) Synergy scores: CSS=0.152, Synergy_ZIP=2.34, Synergy_Bliss=2.23, Synergy_Loewe=-2.75, Synergy_HSA=-1.95. Drug 2: CC(C)(C#N)C1=CC(=CC(=C1)CN2C=NC=N2)C(C)(C)C#N. Cell line: TK-10. Drug 1: CN1C(=O)N2C=NC(=C2N=N1)C(=O)N.